Dataset: Full USPTO retrosynthesis dataset with 1.9M reactions from patents (1976-2016). Task: Predict the reactants needed to synthesize the given product. (1) Given the product [OH:10][CH2:9][CH2:8][CH2:7][C:11]1[CH:31]=[C:32]2[C:17]3[C:18](=[C:25]4[C:26](=[O:27])[N:28]=[CH:36][C:35]4=[C:34]2[C:42]2[C:38]=1[CH:39]=[CH:40][N:41]=2)[C:19]1[CH2:20][C:21](=[O:5])[CH:22]=[CH:23][C:24]=1[N:16]=3, predict the reactants needed to synthesize it. The reactants are: CC([O-:5])(C)C.[K+].[CH2:7]1[CH2:11][O:10][CH2:9][CH2:8]1.OCCC[N:16]1[C:24]2[C:19](=[CH:20][CH:21]=[CH:22][CH:23]=2)[C:18]([CH2:25][C:26]([NH2:28])=[O:27])=[CH:17]1.CO[C:31](=O)[C:32]([C:34]1[CH:35]=[CH:36]C=[C:38]2[C:42]=1[N:41](COCC[Si](C)(C)C)[CH:40]=[CH:39]2)=O.Cl. (2) Given the product [C:11]1([C@H:17]2[C@H:22]([CH:23]=[O:24])[CH2:21][CH2:20][N:19]([C:25](=[O:30])[C:26]([F:27])([F:28])[F:29])[CH2:18]2)[CH:12]=[CH:13][CH:14]=[CH:15][CH:16]=1, predict the reactants needed to synthesize it. The reactants are: CS(C)=O.C(Cl)(=O)C(Cl)=O.[C:11]1([C@H:17]2[C@H:22]([CH2:23][OH:24])[CH2:21][CH2:20][N:19]([C:25](=[O:30])[C:26]([F:29])([F:28])[F:27])[CH2:18]2)[CH:16]=[CH:15][CH:14]=[CH:13][CH:12]=1.[Cl-].[NH4+]. (3) Given the product [CH:2]([C:4]1[CH:9]=[CH:8][N:7]=[CH:6][CH:5]=1)([CH3:3])[CH3:1], predict the reactants needed to synthesize it. The reactants are: [CH2:1]=[C:2]([C:4]1[CH:9]=[CH:8][N:7]=[CH:6][CH:5]=1)[CH3:3]. (4) Given the product [CH:28]1([CH2:27][N:21]2[CH2:20][CH2:19][CH:18]([O:17][C:16]3[CH:24]=[CH:25][C:13]([N:11]4[CH:12]=[C:8]([C:6]([N:1]5[CH2:5][CH2:4][CH2:3][CH2:2]5)=[O:7])[CH:9]=[N:10]4)=[CH:14][CH:15]=3)[CH2:23][CH2:22]2)[CH2:30][CH2:29]1, predict the reactants needed to synthesize it. The reactants are: [N:1]1([C:6]([C:8]2[CH:9]=[N:10][N:11]([C:13]3[CH:25]=[CH:24][C:16]([O:17][CH:18]4[CH2:23][CH2:22][NH:21][CH2:20][CH2:19]4)=[CH:15][CH:14]=3)[CH:12]=2)=[O:7])[CH2:5][CH2:4][CH2:3][CH2:2]1.Br[CH2:27][CH:28]1[CH2:30][CH2:29]1.C(=O)([O-])[O-].[K+].[K+]. (5) The reactants are: Br[C:2]1[C:7]([C:8]([F:11])([F:10])[F:9])=[CH:6][C:5]([NH:12][C:13]2[N:17]=[C:16]([NH2:18])[NH:15][N:14]=2)=[CH:4][C:3]=1[Cl:19].CC1(C)C(C)(C)OB([C:28]2[CH:33]=[CH:32][C:31]([S:34]([CH:37]3[CH2:40][N:39]([C:41]([O:43][C:44]([CH3:47])([CH3:46])[CH3:45])=[O:42])[CH2:38]3)(=[O:36])=[O:35])=[CH:30][CH:29]=2)O1.C([O-])([O-])=O.[K+].[K+].COCCOC. Given the product [C:44]([O:43][C:41]([N:39]1[CH2:40][CH:37]([S:34]([C:31]2[CH:32]=[CH:33][C:28]([C:2]3[C:3]([Cl:19])=[CH:4][C:5]([NH:12][C:13]4[N:17]=[C:16]([NH2:18])[NH:15][N:14]=4)=[CH:6][C:7]=3[C:8]([F:11])([F:10])[F:9])=[CH:29][CH:30]=2)(=[O:36])=[O:35])[CH2:38]1)=[O:42])([CH3:47])([CH3:45])[CH3:46], predict the reactants needed to synthesize it. (6) Given the product [NH2:9][C@H:10]([C:16]([OH:17])=[O:33])[CH2:11][CH2:12][C:13]([OH:14])=[O:15], predict the reactants needed to synthesize it. The reactants are: NCC(NCC([NH:9][C@H:10]([C:16](NCC(NCC(O)=O)=O)=[O:17])[CH2:11][CH2:12][C:13](=[O:15])[OH:14])=O)=O.CC(CC(NC(C(NC(CNC(CNC(C(N)CC1C=CC(O)=CC=1)=O)=O)=O)CC1C=CC=CC=1)=O)C(O)=[O:33])C.NCC(O)=O. (7) Given the product [CH2:12]([O:14][C@H:15]1[CH2:20][CH2:3][C@H:2]([N:4]2[CH2:5][CH2:6][C:7](=[O:10])[CH2:8][CH2:9]2)[CH2:17][CH2:16]1)[CH3:13], predict the reactants needed to synthesize it. The reactants are: [I-].[CH2:2]([N+:4]1(C)[CH2:9][CH2:8][C:7](=[O:10])[CH2:6][CH2:5]1)[CH3:3].[CH2:12]([O:14][C@H:15]1[CH2:20]C[C@H](N)[CH2:17][CH2:16]1)[CH3:13].C(=O)([O-])[O-].[K+].[K+].O.